This data is from Forward reaction prediction with 1.9M reactions from USPTO patents (1976-2016). The task is: Predict the product of the given reaction. (1) The product is: [F:10][C:8]1[CH:7]=[C:4]([CH:3]=[C:2]([C:23]#[C:22][Si:19]([CH3:21])([CH3:20])[CH3:18])[CH:9]=1)[C:5]#[N:6]. Given the reactants Br[C:2]1[CH:3]=[C:4]([CH:7]=[C:8]([F:10])[CH:9]=1)[C:5]#[N:6].C(N(CC)CC)C.[CH3:18][Si:19]([C:22]#[CH:23])([CH3:21])[CH3:20], predict the reaction product. (2) Given the reactants [H-].[Na+].[C:3]([O:10][CH3:11])(=[O:9])[CH2:4][C:5]([O:7][CH3:8])=[O:6].Cl[C:13]1[C:18]([C:19]2[C:24]([Cl:25])=[CH:23][N:22]=[CH:21][N:20]=2)=[C:17]([N:26]2[CH2:31][CH2:30][CH:29]([CH3:32])[CH2:28][CH2:27]2)[N:16]2[N:33]=[CH:34][N:35]=[C:15]2[N:14]=1, predict the reaction product. The product is: [Cl:25][C:24]1[C:19]([C:18]2[C:13]([CH:4]([C:3]([O:10][CH3:11])=[O:9])[C:5]([O:7][CH3:8])=[O:6])=[N:14][C:15]3[N:16]([N:33]=[CH:34][N:35]=3)[C:17]=2[N:26]2[CH2:31][CH2:30][CH:29]([CH3:32])[CH2:28][CH2:27]2)=[N:20][CH:21]=[N:22][CH:23]=1.